Dataset: Full USPTO retrosynthesis dataset with 1.9M reactions from patents (1976-2016). Task: Predict the reactants needed to synthesize the given product. (1) Given the product [CH2:31]([N:30]([CH3:29])[C:6]1[C:5]2[C:10](=[CH:11][C:2]([Cl:1])=[C:3]([N:23]3[CH2:28][CH2:27][CH2:26][CH2:25][CH2:24]3)[CH:4]=2)[N:9]=[C:8]([N:12]2[CH:16]=[C:15]([C:17]([OH:19])=[O:18])[CH:14]=[N:13]2)[N:7]=1)[CH3:32], predict the reactants needed to synthesize it. The reactants are: [Cl:1][C:2]1[CH:11]=[C:10]2[C:5]([C:6](=O)[NH:7][C:8]([N:12]3[CH:16]=[C:15]([C:17]([O:19]CC)=[O:18])[CH:14]=[N:13]3)=[N:9]2)=[CH:4][C:3]=1[N:23]1[CH2:28][CH2:27][CH2:26][CH2:25][CH2:24]1.[CH3:29][NH:30][CH2:31][CH3:32]. (2) Given the product [CH3:12][OH:14].[C:12](=[O:15])=[O:14].[C:18]1([C:24]2[N:16]=[CH:28][N:3]([C@@H:4]3[CH:9]4[CH2:10][CH2:11][N:6]([CH2:7][CH2:8]4)[CH2:5]3)[CH:26]=2)[CH:23]=[CH:22][CH:21]=[CH:20][CH:19]=1, predict the reactants needed to synthesize it. The reactants are: Cl.Cl.[NH2:3][C@@H:4]1[CH:9]2[CH2:10][CH2:11][N:6]([CH2:7][CH2:8]2)[CH2:5]1.[C:12]([O-:15])(=[O:14])C.[NH4+:16].O.[C:18]1([C:24]([CH:26]=O)=O)[CH:23]=[CH:22][CH:21]=[CH:20][CH:19]=1.[CH2:28]=O.[OH-].[Na+]. (3) The reactants are: Br[C:2]1[CH:11]=[CH:10][C:9]2[N:8]=[C:7]([NH2:12])[C:6]3[N:13]=[C:14]([CH2:16][CH2:17][CH3:18])[S:15][C:5]=3[C:4]=2[CH:3]=1.[C:19]([NH:22][C:23]1[CH:28]=[CH:27][C:26](B(O)O)=[CH:25][CH:24]=1)(=[O:21])[CH3:20]. Given the product [NH2:12][C:7]1[C:6]2[N:13]=[C:14]([CH2:16][CH2:17][CH3:18])[S:15][C:5]=2[C:4]2[CH:3]=[C:2]([C:26]3[CH:27]=[CH:28][C:23]([NH:22][C:19](=[O:21])[CH3:20])=[CH:24][CH:25]=3)[CH:11]=[CH:10][C:9]=2[N:8]=1, predict the reactants needed to synthesize it. (4) Given the product [CH3:3][O:4][C:5]([C:7]1[C:15]2[C:10](=[CH:11][C:12]([N:16]3[CH2:21][CH2:20][CH:19]([O:22][CH2:25][C:26]4[C:27]([C:34]5[C:35]([Cl:41])=[CH:36][CH:37]=[CH:38][C:39]=5[Cl:40])=[N:28][O:29][C:30]=4[CH:31]([CH3:33])[CH3:32])[CH2:18][CH2:17]3)=[CH:13][CH:14]=2)[N:9]([CH3:23])[CH:8]=1)=[O:6], predict the reactants needed to synthesize it. The reactants are: [H-].[Na+].[CH3:3][O:4][C:5]([C:7]1[C:15]2[C:10](=[CH:11][C:12]([N:16]3[CH2:21][CH2:20][CH:19]([OH:22])[CH2:18][CH2:17]3)=[CH:13][CH:14]=2)[N:9]([CH3:23])[CH:8]=1)=[O:6].Br[CH2:25][C:26]1[C:27]([C:34]2[C:39]([Cl:40])=[CH:38][CH:37]=[CH:36][C:35]=2[Cl:41])=[N:28][O:29][C:30]=1[CH:31]([CH3:33])[CH3:32].[NH4+].[Cl-]. (5) Given the product [Cl:1][C:2]1[CH:7]=[CH:6][CH:5]=[C:4]([Cl:8])[C:3]=1[C:9]1[C:17]2[O:16][CH:15]([CH2:18][NH:19][C:30](=[O:31])[O:32][CH2:33][C:34]3[CH:39]=[CH:38][CH:37]=[CH:36][CH:35]=3)[CH2:14][C:13]=2[CH:12]=[CH:11][CH:10]=1, predict the reactants needed to synthesize it. The reactants are: [Cl:1][C:2]1[CH:7]=[CH:6][CH:5]=[C:4]([Cl:8])[C:3]=1[C:9]1[C:17]2[O:16][CH:15]([CH2:18][NH2:19])[CH2:14][C:13]=2[CH:12]=[CH:11][CH:10]=1.C(N(C(C)C)CC)(C)C.Cl[C:30]([O:32][CH2:33][C:34]1[CH:39]=[CH:38][CH:37]=[CH:36][CH:35]=1)=[O:31]. (6) The reactants are: [CH2:1]([O:8][C:9]1[CH:16]=[CH:15][C:12]([CH:13]=O)=[CH:11][C:10]=1[Br:17])[C:2]1[CH:7]=[CH:6][CH:5]=[CH:4][CH:3]=1.Cl.CN.[C:21]([BH3-])#[N:22].[Na+]. Given the product [CH2:1]([O:8][C:9]1[CH:16]=[CH:15][C:12]([CH2:13][NH:22][CH3:21])=[CH:11][C:10]=1[Br:17])[C:2]1[CH:7]=[CH:6][CH:5]=[CH:4][CH:3]=1, predict the reactants needed to synthesize it.